Dataset: Forward reaction prediction with 1.9M reactions from USPTO patents (1976-2016). Task: Predict the product of the given reaction. (1) Given the reactants [CH2:1]([C:4]1[C:5]([C:12]2[CH:17]=[CH:16][CH:15]=[CH:14][N:13]=2)=[N:6][O:7][C:8]=1[C:9]([OH:11])=O)[CH2:2][CH3:3].[Li].O[N:20]=[C:21]([C:23]1[CH:40]=[CH:39][C:26]([CH2:27][N:28]2[CH2:31][CH:30]([C:32]([O:34][C:35]([CH3:38])([CH3:37])[CH3:36])=[O:33])[CH2:29]2)=[CH:25][CH:24]=1)[NH2:22].N1C=CC=CC=1C1C(C(F)(F)F)=C(C2ON=C(C3C=CC(CN4CC(C(O)=O)C4)=CC=3)N=2)ON=1.C1C=CC2N(O)N=NC=2C=1.Cl.C(N=C=NCCCN(C)C)C.C(N(C(C)C)CC)(C)C, predict the reaction product. The product is: [CH2:1]([C:4]1[C:5]([C:12]2[CH:17]=[CH:16][CH:15]=[CH:14][N:13]=2)=[N:6][O:7][C:8]=1[C:9]1[O:11][N:22]=[C:21]([C:23]2[CH:24]=[CH:25][C:26]([CH2:27][N:28]3[CH2:29][CH:30]([C:32]([O:34][C:35]([CH3:36])([CH3:38])[CH3:37])=[O:33])[CH2:31]3)=[CH:39][CH:40]=2)[N:20]=1)[CH2:2][CH3:3]. (2) Given the reactants [H-].[H-].[H-].[H-].[Li+].[Al+3].[Al+3].[Cl-].[Cl-].[Cl-].[Cl:11][C:12]1[CH:13]=[C:14]2[C:18](=[CH:19][CH:20]=1)[NH:17][CH:16]=[C:15]2[C:21](=O)[C:22]([NH2:24])=O.[OH-].[Na+].[O-]S([O-])(=O)=O.[Na+].[Na+].CCOCC.Cl, predict the reaction product. The product is: [Cl:11][C:12]1[CH:13]=[C:14]2[C:18]([NH:17][CH:16]=[C:15]2[CH2:21][CH2:22][NH2:24])=[CH:19][CH:20]=1. (3) Given the reactants [CH3:1][O:2][C:3]1[CH:30]=[CH:29][C:6]([CH2:7][N:8]2[N:12]=[N:11][C:10]([CH2:13][C@H:14]3[CH2:19][CH2:18][C@H:17]([O:20]C(=O)C4C=CC=CC=4)[CH2:16][CH2:15]3)=[N:9]2)=[CH:5][CH:4]=1.C[O-].[Na+], predict the reaction product. The product is: [CH3:1][O:2][C:3]1[CH:30]=[CH:29][C:6]([CH2:7][N:8]2[N:12]=[N:11][C:10]([CH2:13][C@H:14]3[CH2:19][CH2:18][C@H:17]([OH:20])[CH2:16][CH2:15]3)=[N:9]2)=[CH:5][CH:4]=1.